From a dataset of Full USPTO retrosynthesis dataset with 1.9M reactions from patents (1976-2016). Predict the reactants needed to synthesize the given product. (1) Given the product [CH3:21][C:16]1([CH2:15][CH2:14][CH2:13][CH2:12][C:9]2[O:10][CH:11]=[C:7]([C:5]([OH:6])=[O:4])[N:8]=2)[O:20][CH2:19][CH2:18][O:17]1, predict the reactants needed to synthesize it. The reactants are: N#N.C[O:4][C:5]([C:7]1[N:8]=[C:9]([CH2:12][CH2:13][CH2:14][CH2:15][C:16]2([CH3:21])[O:20][CH2:19][CH2:18][O:17]2)[O:10][CH:11]=1)=[O:6].[OH-].[Na+]. (2) Given the product [F:54][CH2:53][C@@:40]1([C:43]([O:45][CH2:46][C:47]2[CH:48]=[CH:49][CH:50]=[CH:51][CH:52]=2)=[O:44])[CH2:41][CH2:42][C:37]([C:24]2[C:25]([CH3:36])([CH3:35])[C@H:26]3[C@:21]([CH3:55])([CH2:22][CH:23]=2)[C@@H:20]2[C@:29]([CH3:34])([C@@:30]4([CH3:33])[C@H:17]([CH2:18][CH2:19]2)[C@H:16]2[C@H:56]([C:59]([CH3:61])=[CH2:60])[CH2:57][CH2:58][C@:15]2([NH:14][CH2:2][CH2:3][N:4]2[CH2:9][CH2:8][N:7]([S:10]([CH3:13])(=[O:12])=[O:11])[CH2:6][CH2:5]2)[CH2:32][CH2:31]4)[CH2:28][CH2:27]3)=[CH:38][CH2:39]1, predict the reactants needed to synthesize it. The reactants are: Cl[CH2:2][CH2:3][N:4]1[CH2:9][CH2:8][N:7]([S:10]([CH3:13])(=[O:12])=[O:11])[CH2:6][CH2:5]1.[NH2:14][C@:15]12[CH2:58][CH2:57][C@@H:56]([C:59]([CH3:61])=[CH2:60])[C@@H:16]1[C@@H:17]1[C@@:30]([CH3:33])([CH2:31][CH2:32]2)[C@@:29]2([CH3:34])[C@@H:20]([C@:21]3([CH3:55])[C@@H:26]([CH2:27][CH2:28]2)[C:25]([CH3:36])([CH3:35])[C:24]([C:37]2[CH2:42][CH2:41][C@@:40]([CH2:53][F:54])([C:43]([O:45][CH2:46][C:47]4[CH:52]=[CH:51][CH:50]=[CH:49][CH:48]=4)=[O:44])[CH2:39][CH:38]=2)=[CH:23][CH2:22]3)[CH2:19][CH2:18]1.[O-]P([O-])([O-])=O.[K+].[K+].[K+].[I-].[K+]. (3) The reactants are: [ClH:1].[NH:2]1[C:10]2[C:5](=[CH:6][CH:7]=[CH:8][CH:9]=2)[C:4]([C:11]2[CH2:12][CH2:13][N:14]([CH:17]3[CH2:22][CH2:21][C:20]([N:29]([CH3:31])[CH3:30])([C:23]4[CH:28]=[CH:27][CH:26]=[CH:25][CH:24]=4)[CH2:19][CH2:18]3)[CH2:15][CH:16]=2)=[CH:3]1.[Cl:32][Si](C)(C)C. Given the product [ClH:32].[ClH:1].[NH:2]1[C:10]2[C:5](=[CH:6][CH:7]=[CH:8][CH:9]=2)[C:4]([C:11]2[CH2:12][CH2:13][N:14]([CH:17]3[CH2:18][CH2:19][C:20]([N:29]([CH3:31])[CH3:30])([C:23]4[CH:28]=[CH:27][CH:26]=[CH:25][CH:24]=4)[CH2:21][CH2:22]3)[CH2:15][CH:16]=2)=[CH:3]1, predict the reactants needed to synthesize it. (4) Given the product [C:1]([O:8][CH2:9][CH:10]([OH:20])[CH2:11][O:12][C:13](=[O:19])[CH2:14][CH2:15][CH2:16][C:17]#[CH:18])(=[O:7])[CH2:2][CH2:3][CH2:4][C:5]#[CH:6], predict the reactants needed to synthesize it. The reactants are: [C:1]([O:8][CH2:9][C:10](=[O:20])[CH2:11][O:12][C:13](=[O:19])[CH2:14][CH2:15][CH2:16][C:17]#[CH:18])(=[O:7])[CH2:2][CH2:3][CH2:4][C:5]#[CH:6].C([BH3-])#N.[Na+].C(O)(=O)C. (5) The reactants are: P([O-])([O-])([O-])=O.[Na+:6].[Na+].[Na+].[OH:9][C@@H:10]([C@H:12]1[C:42](=[O:43])[N:14]2[C:15]([C:29]([O:31]CC3C=CC([N+]([O-])=O)=CC=3)=[O:30])=[C:16]([S:19]/[CH:20]=[CH:21]\[C:22]3[S:26][CH:25]=[N:24][C:23]=3[CH2:27][OH:28])[C@H:17]([CH3:18])[C@H:13]12)[CH3:11]. Given the product [OH:9][C@@H:10]([C@H:12]1[C:42](=[O:43])[N:14]2[C:15]([C:29]([O-:31])=[O:30])=[C:16]([S:19]/[CH:20]=[CH:21]\[C:22]3[S:26][CH:25]=[N:24][C:23]=3[CH2:27][OH:28])[C@H:17]([CH3:18])[C@H:13]12)[CH3:11].[Na+:6], predict the reactants needed to synthesize it. (6) Given the product [OH:12][C:13]1[CH:18]=[CH:17][C:16]([C:19](=[O:21])/[CH:20]=[CH:1]/[C:3]2[CH:4]=[C:5]([CH:9]=[CH:10][CH:11]=2)[C:6]([OH:8])=[O:7])=[CH:15][C:14]=1[CH3:22], predict the reactants needed to synthesize it. The reactants are: [CH:1]([C:3]1[CH:4]=[C:5]([CH:9]=[CH:10][CH:11]=1)[C:6]([OH:8])=[O:7])=O.[OH:12][C:13]1[CH:18]=[CH:17][C:16]([C:19](=[O:21])[CH3:20])=[CH:15][C:14]=1[CH3:22].[OH-].[K+].Cl.